This data is from Catalyst prediction with 721,799 reactions and 888 catalyst types from USPTO. The task is: Predict which catalyst facilitates the given reaction. (1) Reactant: [CH:1]1([CH2:4][OH:5])[CH2:3][CH2:2]1.[H-].[Na+].Br.Cl[C:10]1[C:11]2[CH2:22][CH2:21][CH2:20][C:12]=2[C:13]2[N:14]([C:16]([NH2:19])=[N:17][N:18]=2)[N:15]=1.O. Product: [CH:1]1([CH2:4][O:5][C:10]2[C:11]3[CH2:22][CH2:21][CH2:20][C:12]=3[C:13]3[N:14]([C:16]([NH2:19])=[N:17][N:18]=3)[N:15]=2)[CH2:3][CH2:2]1. The catalyst class is: 3. (2) Reactant: C[O:2][C:3]1[CH:8]=[CH:7][C:6]([C:9]([F:12])([F:11])[F:10])=[CH:5][C:4]=1[C:13]1[CH2:17][CH2:16][CH2:15][C:14]=1[C:18]1[N:23]=[C:22]([C:24]([OH:26])=[O:25])[CH:21]=[CH:20][CH:19]=1.B(Br)(Br)Br. The catalyst class is: 4. Product: [OH:2][C:3]1[CH:8]=[CH:7][C:6]([C:9]([F:10])([F:11])[F:12])=[CH:5][C:4]=1[C:13]1[CH2:17][CH2:16][CH2:15][C:14]=1[C:18]1[N:23]=[C:22]([C:24]([OH:26])=[O:25])[CH:21]=[CH:20][CH:19]=1. (3) Reactant: [Cl:1][C:2]1[CH:7]=[CH:6][C:5]([C:8](=[O:25])[CH2:9][CH2:10][N:11]2[CH2:16][CH2:15][CH:14]([C:17]3[N:18]([CH2:23][CH3:24])[N:19]=[C:20]([CH3:22])[CH:21]=3)[CH2:13][CH2:12]2)=[CH:4][CH:3]=1.[BH4-].[Na+]. Product: [Cl:1][C:2]1[CH:7]=[CH:6][C:5]([CH:8]([OH:25])[CH2:9][CH2:10][N:11]2[CH2:16][CH2:15][CH:14]([C:17]3[N:18]([CH2:23][CH3:24])[N:19]=[C:20]([CH3:22])[CH:21]=3)[CH2:13][CH2:12]2)=[CH:4][CH:3]=1. The catalyst class is: 14. (4) Reactant: [F:1][C@@H:2]1[CH2:6][N:5]([C:7]2[CH:12]=[CH:11][N:10]3[N:13]=[CH:14][C:15](C(O)=O)=[C:9]3[CH:8]=2)[C@@H:4]([C:19]2[CH:24]=[CH:23][CH:22]=[C:21]([F:25])[CH:20]=2)[CH2:3]1.CC[N:28]([CH:32](C)C)C(C)C.C1C=CC(P(N=[N+]=[N-])(C2C=CC=CC=2)=O)=CC=1.[NH4+:52].[Cl-].[NH4+].[OH-:55]. Product: [F:1][C@@H:2]1[CH2:6][N:5]([C:7]2[CH:12]=[CH:11][N:10]3[N:13]=[CH:14][C:15]([NH:52][C:32]([NH2:28])=[O:55])=[C:9]3[CH:8]=2)[C@@H:4]([C:19]2[CH:24]=[CH:23][CH:22]=[C:21]([F:25])[CH:20]=2)[CH2:3]1. The catalyst class is: 1.